From a dataset of Catalyst prediction with 721,799 reactions and 888 catalyst types from USPTO. Predict which catalyst facilitates the given reaction. Product: [O:1]1[C:5]2[CH:6]=[CH:7][CH:8]=[CH:9][C:4]=2[N:3]=[C:2]1[C:10]1[CH:11]=[CH:12][C:13]2[N:17]([CH:18]3[CH2:23][CH2:22][O:21][CH2:20][CH2:19]3)[C:29]([C:28]3[CH:31]=[CH:32][C:25]([Cl:24])=[CH:26][CH:27]=3)=[N:15][C:14]=2[CH:16]=1. Reactant: [O:1]1[C:5]2[CH:6]=[CH:7][CH:8]=[CH:9][C:4]=2[N:3]=[C:2]1[C:10]1[CH:11]=[CH:12][C:13]([NH:17][CH:18]2[CH2:23][CH2:22][O:21][CH2:20][CH2:19]2)=[C:14]([CH:16]=1)[NH2:15].[Cl:24][C:25]1[CH:32]=[CH:31][C:28]([CH:29]=O)=[CH:27][CH:26]=1.OOS([O-])=O.[K+].C(=O)([O-])[O-].[K+].[K+]. The catalyst class is: 9.